This data is from Forward reaction prediction with 1.9M reactions from USPTO patents (1976-2016). The task is: Predict the product of the given reaction. (1) Given the reactants [OH:1][C@@H:2]1[C@@H:6]([CH2:7][S:8][C:9]2[CH:14]=[CH:13][CH:12]=[CH:11][N:10]=2)[CH2:5][N:4]([C:15](OC(C)(C)C)=O)[CH2:3]1.Cl.C=O.[CH:25]1[N:26]=[C:27]2[CH2:34][CH:33]=[N:32][C:28]2=[C:29]([NH2:31])[N:30]=1, predict the reaction product. The product is: [NH2:31][C:29]1[C:28]2[NH:32][CH:33]=[C:34]([CH2:15][N:4]3[CH2:5][C@H:6]([CH2:7][S:8][C:9]4[CH:14]=[CH:13][CH:12]=[CH:11][N:10]=4)[C@@H:2]([OH:1])[CH2:3]3)[C:27]=2[N:26]=[CH:25][N:30]=1. (2) Given the reactants [Br:1][C:2]1[CH:3]=[C:4]([Cl:14])[C:5]([C:8]([N:10](OC)[CH3:11])=O)=[N:6][CH:7]=1.[H-].[Al+3].[Li+].[H-].[H-].[H-].BrC(Br)[C:23](=O)[C:24]([F:27])([F:26])[F:25].C([O-])(=O)C.[Na+].[NH3:35], predict the reaction product. The product is: [Br:1][C:2]1[CH:3]=[C:4]([Cl:14])[C:5]([C:8]2[NH:35][C:23]([C:24]([F:27])([F:26])[F:25])=[CH:11][N:10]=2)=[N:6][CH:7]=1. (3) Given the reactants [Cl:1][C:2]1[CH:7]=[CH:6][C:5]([O:8][C:9](=[O:26])[N:10]([CH2:12][C@H:13]2[CH2:18][CH2:17][C@H:16]([CH2:19][O:20][CH2:21][CH2:22][CH2:23][CH2:24]Br)[CH2:15][CH2:14]2)[CH3:11])=[CH:4][CH:3]=1.[CH2:27]([NH:29][CH2:30][CH2:31][OH:32])[CH3:28], predict the reaction product. The product is: [Cl:1][C:2]1[CH:7]=[CH:6][C:5]([O:8][C:9](=[O:26])[N:10]([CH2:12][C@H:13]2[CH2:18][CH2:17][C@H:16]([CH2:19][O:20][CH2:21][CH2:22][CH2:23][CH2:24][N:29]([CH2:27][CH3:28])[CH2:30][CH2:31][OH:32])[CH2:15][CH2:14]2)[CH3:11])=[CH:4][CH:3]=1. (4) Given the reactants Br[C:2]1[CH:7]=[CH:6][C:5]([C:8]#[C:9][Si:10]([CH3:13])([CH3:12])[CH3:11])=[CH:4][N:3]=1.[CH3:14][N:15]1[CH:19]2[CH2:20][CH2:21][CH2:22][CH:18]2[NH:17][C:16]1=[O:23], predict the reaction product. The product is: [CH3:14][N:15]1[CH:19]2[CH2:20][CH2:21][CH2:22][CH:18]2[N:17]([C:2]2[CH:7]=[CH:6][C:5]([C:8]#[C:9][Si:10]([CH3:13])([CH3:12])[CH3:11])=[CH:4][N:3]=2)[C:16]1=[O:23]. (5) The product is: [F:29][C:18]1[CH:19]=[C:20]([N:23]2[CH:27]=[CH:26][C:25]([CH3:28])=[N:24]2)[CH:21]=[CH:22][C:17]=1[NH:16][C:15]([C@H:9]1[CH2:10][C@@H:11]([O:13][CH3:14])[CH2:12][NH:8]1)=[O:30]. Given the reactants C(OC([N:8]1[CH2:12][C@H:11]([O:13][CH3:14])[CH2:10][C@@H:9]1[C:15](=[O:30])[NH:16][C:17]1[CH:22]=[CH:21][C:20]([N:23]2[CH:27]=[CH:26][C:25]([CH3:28])=[N:24]2)=[CH:19][C:18]=1[F:29])=O)(C)(C)C, predict the reaction product. (6) Given the reactants [NH2:1][C:2]1[C:3](=[O:21])[N:4]([CH2:16][C:17]([O:19][CH3:20])=[O:18])[C:5](=[O:15])[N:6]([CH2:8][C:9]2[CH:14]=[CH:13][CH:12]=[CH:11][CH:10]=2)[CH:7]=1.CN1CCOCC1.[CH2:29]([S:36](Cl)(=[O:38])=[O:37])[C:30]1[CH:35]=[CH:34][CH:33]=[CH:32][CH:31]=1, predict the reaction product. The product is: [CH2:8]([N:6]1[CH:7]=[C:2]([NH:1][S:36]([CH2:29][C:30]2[CH:35]=[CH:34][CH:33]=[CH:32][CH:31]=2)(=[O:38])=[O:37])[C:3](=[O:21])[N:4]([CH2:16][C:17]([O:19][CH3:20])=[O:18])[C:5]1=[O:15])[C:9]1[CH:14]=[CH:13][CH:12]=[CH:11][CH:10]=1. (7) Given the reactants CN(C)[CH:3]=[O:4].P(Cl)(Cl)(Cl)=O.[NH:11]1[CH:15]=[CH:14][CH:13]=[C:12]1[C:16]([O:18][CH2:19][CH3:20])=[O:17].[OH-].[Na+], predict the reaction product. The product is: [CH2:19]([O:18][C:16]([C:12]1[NH:11][C:15]([CH:3]=[O:4])=[CH:14][CH:13]=1)=[O:17])[CH3:20].[CH2:19]([O:18][C:16]([C:12]1[NH:11][CH:15]=[C:14]([CH:3]=[O:4])[CH:13]=1)=[O:17])[CH3:20]. (8) Given the reactants [N:1]1[CH:6]=[CH:5][CH:4]=[C:3](B(O)O)[CH:2]=1.Br[C:11]1[C:12]([O:21][CH3:22])=[CH:13][C:14]([O:19][CH3:20])=[C:15]([CH:18]=1)[CH:16]=[O:17], predict the reaction product. The product is: [CH3:20][O:19][C:14]1[CH:13]=[C:12]([O:21][CH3:22])[C:11]([C:3]2[CH:2]=[N:1][CH:6]=[CH:5][CH:4]=2)=[CH:18][C:15]=1[CH:16]=[O:17].